Dataset: Forward reaction prediction with 1.9M reactions from USPTO patents (1976-2016). Task: Predict the product of the given reaction. (1) Given the reactants [C:1]([O-:7])(=[O:6])[CH2:2][C:3]([O-:5])=O.[CH2:8](O[Mg+2])C.[C:12]1(C)[CH:17]=[CH:16][C:15](S(O)(=O)=O)=[CH:14][CH:13]=1, predict the reaction product. The product is: [CH3:8][O:7][C:1](=[O:6])[CH2:2][C:3](=[O:5])[C:12]1[CH:17]=[CH:16][CH:15]=[CH:14][CH:13]=1. (2) Given the reactants [C:1]([C:5]1[CH:6]=[C:7]2[C:12](=[C:13]([F:15])[CH:14]=1)[C:11](=[O:16])[N:10]([CH2:17][C:18]1[C:23]([F:24])=[CH:22][C:21]([C:25]3[CH:30]=[CH:29][N:28]=[C:27]([O:31]C)[CH:26]=3)=[CH:20][C:19]=1[F:33])[N:9]=[CH:8]2)([CH3:4])([CH3:3])[CH3:2].B(Br)(Br)Br, predict the reaction product. The product is: [C:1]([C:5]1[CH:6]=[C:7]2[C:12](=[C:13]([F:15])[CH:14]=1)[C:11](=[O:16])[N:10]([CH2:17][C:18]1[C:23]([F:24])=[CH:22][C:21]([C:25]3[CH:30]=[CH:29][NH:28][C:27](=[O:31])[CH:26]=3)=[CH:20][C:19]=1[F:33])[N:9]=[CH:8]2)([CH3:4])([CH3:2])[CH3:3]. (3) Given the reactants Cl[C:2]([O:4][C:5]1[CH:10]=[CH:9][CH:8]=[CH:7][CH:6]=1)=[O:3].[NH2:11][C:12]1[C:13]([O:24][CH3:25])=[C:14]([CH2:22][OH:23])[CH:15]=[C:16]([C:18]([CH3:21])([CH3:20])[CH3:19])[CH:17]=1.C([O-])(O)=O.[Na+], predict the reaction product. The product is: [C:5]1([O:4][C:2](=[O:3])[NH:11][C:12]2[CH:17]=[C:16]([C:18]([CH3:21])([CH3:19])[CH3:20])[CH:15]=[C:14]([CH2:22][OH:23])[C:13]=2[O:24][CH3:25])[CH:10]=[CH:9][CH:8]=[CH:7][CH:6]=1. (4) Given the reactants [Br:1][C:2]1[CH:7]=[CH:6][C:5]([C@H:8]([NH:14][C@@H:15]([CH2:19][CH:20]([CH3:22])[CH3:21])[C:16]([OH:18])=O)[C:9]2[S:10][CH:11]=[CH:12][N:13]=2)=[CH:4][CH:3]=1.[NH2:23][C:24]1([C:27]#[N:28])[CH2:26][CH2:25]1.CN(C(ON1N=NC2C=CC=NC1=2)=[N+](C)C)C.F[P-](F)(F)(F)(F)F.C(NC(C)C)(C)C.BrC1C=CC=CC=1[Li].CC(C)CC(N)C12OCC(C)(CO1)CO2.N[C@H](C(O)=O)CC(C)C, predict the reaction product. The product is: [C:27]([C:24]1([NH:23][C:16](=[O:18])[C@@H:15]([NH:14][C@@H:8]([C:5]2[CH:4]=[CH:3][C:2]([Br:1])=[CH:7][CH:6]=2)[C:9]2[S:10][CH:11]=[CH:12][N:13]=2)[CH2:19][CH:20]([CH3:22])[CH3:21])[CH2:26][CH2:25]1)#[N:28].